This data is from Reaction yield outcomes from USPTO patents with 853,638 reactions. The task is: Predict the reaction yield, written as a fraction of the theoretical maximum amount of product (1.0 means a 100% yield; for example, 0.34 means a 34% yield). (1) The reactants are Br[C:2]1[C:3]([CH:8]=[O:9])=[N:4][CH:5]=[CH:6][CH:7]=1.C1COCC1.C([O-])([O-])=O.[Na+].[Na+].[F:21][C:22]1[CH:23]=[C:24](B(O)O)[CH:25]=[C:26]([F:28])[CH:27]=1. The catalyst is COCCOC.C1C=CC([P]([Pd]([P](C2C=CC=CC=2)(C2C=CC=CC=2)C2C=CC=CC=2)([P](C2C=CC=CC=2)(C2C=CC=CC=2)C2C=CC=CC=2)[P](C2C=CC=CC=2)(C2C=CC=CC=2)C2C=CC=CC=2)(C2C=CC=CC=2)C2C=CC=CC=2)=CC=1. The product is [F:21][C:22]1[CH:23]=[C:24]([C:2]2[C:3]([CH:8]=[O:9])=[N:4][CH:5]=[CH:6][CH:7]=2)[CH:25]=[C:26]([F:28])[CH:27]=1. The yield is 0.610. (2) The yield is 0.510. The reactants are [CH:1]([O:4][C:5]1[C:10]([O:11][CH3:12])=[CH:9][C:8]2[O:13][CH2:14][C:15]3[C:19]([C:20]([N:22]4[CH2:28][CH2:27][CH2:26][CH:25]([C:29](O)=[O:30])[CH2:24][CH2:23]4)=[O:21])=[N:18][N:17]([C:32]4[CH:36]=[CH:35][S:34][CH:33]=4)[C:16]=3[C:7]=2[CH:6]=1)([CH3:3])[CH3:2].C(Cl)Cl.CC[N:42]([CH:46]([CH3:48])C)[CH:43](C)C.N1CCC1.C(P1(=O)OP(=O)(CCC)OP(=O)(CCC)O1)CC. No catalyst specified. The product is [N:42]1([C:29]([CH:25]2[CH2:26][CH2:27][CH2:28][N:22]([C:20]([C:19]3[C:15]4[CH2:14][O:13][C:8]5[CH:9]=[C:10]([O:11][CH3:12])[C:5]([O:4][CH:1]([CH3:3])[CH3:2])=[CH:6][C:7]=5[C:16]=4[N:17]([C:32]4[CH:36]=[CH:35][S:34][CH:33]=4)[N:18]=3)=[O:21])[CH2:23][CH2:24]2)=[O:30])[CH2:43][CH2:48][CH2:46]1.